Task: Predict the reaction yield, written as a fraction of the theoretical maximum amount of product (1.0 means a 100% yield; for example, 0.34 means a 34% yield).. Dataset: Reaction yield outcomes from USPTO patents with 853,638 reactions (1) The product is [C:12]([O:18][CH:16]([CH3:17])[CH:15]([O:19][C:24](=[O:26])[CH3:25])[CH:9]1[CH2:8][NH:7][C:6]2[N:5]=[C:4]([NH2:3])[NH:13][C:12](=[O:14])[C:11]=2[N:10]1[C:16](=[O:18])[CH3:15])(=[O:14])[CH3:11]. The yield is 0.820. The reactants are Cl.Cl.[NH2:3][C:4]1[NH:5][C:6]2[NH:7][CH2:8][CH:9]([CH:15]([OH:19])[CH:16]([OH:18])[CH3:17])[NH:10][C:11]=2[C:12](=[O:14])[N:13]=1.C(O[C:24](=[O:26])[CH3:25])(=O)C. The catalyst is C(O)(=O)C. (2) The catalyst is C(O)(=O)C.CO. The yield is 0.380. The product is [C:28]([OH:35])(=[O:34])/[CH:29]=[CH:30]/[C:31]([OH:33])=[O:32].[CH3:1][O:2][C:3]1[C:10]([O:11][C:12]2[CH:17]=[C:16]([CH3:18])[CH:15]=[CH:14][C:13]=2[N+:19]([O-:21])=[O:20])=[CH:9][CH:8]=[CH:7][C:4]=1[CH2:5][CH2:24][NH2:25]. The reactants are [CH3:1][O:2][C:3]1[C:10]([O:11][C:12]2[CH:17]=[C:16]([CH3:18])[CH:15]=[CH:14][C:13]=2[N+:19]([O-:21])=[O:20])=[CH:9][CH:8]=[CH:7][C:4]=1[CH:5]=O.CN.[C:24]([BH3-])#[N:25].[Na+].[C:28]([OH:35])(=[O:34])/[CH:29]=[CH:30]/[C:31]([OH:33])=[O:32]. (3) The reactants are Cl[C:2]1[N:7]=[CH:6][N:5]=[C:4]([N:8]([CH2:10][C:11]([CH3:14])([CH3:13])[CH3:12])[CH3:9])[C:3]=1[N+:15]([O-:17])=[O:16].[NH2:18][C:19]1[CH:20]=[C:21]([CH:26]=[CH:27][C:28]=1[CH3:29])[C:22]([NH:24][CH3:25])=[O:23].CCN(C(C)C)C(C)C. The catalyst is O1CCOCC1. The product is [CH3:12][C:11]([CH3:14])([CH3:13])[CH2:10][N:8]([CH3:9])[C:4]1[N:5]=[CH:6][N:7]=[C:2]([NH:18][C:19]2[CH:20]=[C:21]([CH:26]=[CH:27][C:28]=2[CH3:29])[C:22]([NH:24][CH3:25])=[O:23])[C:3]=1[N+:15]([O-:17])=[O:16]. The yield is 0.800. (4) The reactants are [CH:1](OCC)=[O:2].C[O-].[Na+].[Si:9]([O:16][CH2:17][CH2:18][CH2:19][C:20]1([CH3:33])[CH2:29][C:28](=[O:30])[C:27]2[C:22](=[CH:23][CH:24]=[C:25]([O:31][CH3:32])[CH:26]=2)[O:21]1)([C:12]([CH3:15])([CH3:14])[CH3:13])([CH3:11])[CH3:10]. The catalyst is C(OCC)C. The product is [Si:9]([O:16][CH2:17][CH2:18][CH2:19][C:20]1([CH3:33])[O:21][C:22]2[C:27]([C:28](=[O:30])/[C:29]/1=[CH:1]/[OH:2])=[CH:26][C:25]([O:31][CH3:32])=[CH:24][CH:23]=2)([C:12]([CH3:14])([CH3:13])[CH3:15])([CH3:10])[CH3:11]. The yield is 0.620.